Task: Predict the reactants needed to synthesize the given product.. Dataset: Full USPTO retrosynthesis dataset with 1.9M reactions from patents (1976-2016) (1) Given the product [Br:1][C:2]1[C:3]([N:17]2[CH2:22][CH2:21][CH2:20][C@@H:19]([NH:23][C:24](=[O:30])[O:25][C:26]([CH3:28])([CH3:27])[CH3:29])[CH2:18]2)=[C:4]2[C:10]([NH:11][C:12](=[O:15])[CH2:13][OH:14])=[CH:9][NH:8][C:5]2=[N:6][CH:7]=1, predict the reactants needed to synthesize it. The reactants are: [Br:1][C:2]1[C:3](F)=[C:4]2[C:10]([NH:11][C:12](=[O:15])[CH2:13][OH:14])=[CH:9][NH:8][C:5]2=[N:6][CH:7]=1.[NH:17]1[CH2:22][CH2:21][CH2:20][C@@H:19]([NH:23][C:24](=[O:30])[O:25][C:26]([CH3:29])([CH3:28])[CH3:27])[CH2:18]1.CCN(C(C)C)C(C)C.CC#N.O. (2) Given the product [N:28]([CH2:16][C@@H:9]([NH:8][C:6]([O:5][C:1]([CH3:4])([CH3:3])[CH3:2])=[O:7])[CH2:10][CH2:11][C:12]([O:14][CH3:15])=[O:13])=[N+:29]=[N-:30], predict the reactants needed to synthesize it. The reactants are: [C:1]([O:5][C:6]([NH:8][C@H:9]([CH2:16]OS(C1C=CC(C)=CC=1)(=O)=O)[CH2:10][CH2:11][C:12]([O:14][CH3:15])=[O:13])=[O:7])([CH3:4])([CH3:3])[CH3:2].[N-:28]=[N+:29]=[N-:30].[Na+]. (3) The reactants are: Cl[C:2]1[N:3]=[CH:4][C:5]2[CH:10]=[CH:9][N:8]([CH2:11][C:12]3[CH:17]=[CH:16][CH:15]=[CH:14][C:13]=3[N:18]([CH3:23])[S:19]([CH3:22])(=[O:21])=[O:20])[C:6]=2[N:7]=1.[NH2:24][C:25]1[CH:30]=[CH:29][C:28]([N:31]2[CH2:36][CH2:35][N:34]([C:37]([O:39][C:40]([CH3:43])([CH3:42])[CH3:41])=[O:38])[C@H:33]([CH3:44])[CH2:32]2)=[CH:27][CH:26]=1.C([O-])([O-])=O.[K+].[K+].CC(C1C=C(C(C)C)C(C2C=CC=CC=2P(C2CCCCC2)C2CCCCC2)=C(C(C)C)C=1)C. Given the product [CH3:44][C@@H:33]1[CH2:32][N:31]([C:28]2[CH:27]=[CH:26][C:25]([NH:24][C:2]3[N:3]=[CH:4][C:5]4[CH:10]=[CH:9][N:8]([CH2:11][C:12]5[CH:17]=[CH:16][CH:15]=[CH:14][C:13]=5[N:18]([CH3:23])[S:19]([CH3:22])(=[O:21])=[O:20])[C:6]=4[N:7]=3)=[CH:30][CH:29]=2)[CH2:36][CH2:35][N:34]1[C:37]([O:39][C:40]([CH3:41])([CH3:43])[CH3:42])=[O:38], predict the reactants needed to synthesize it. (4) Given the product [Cl:1][C:2]1[CH:3]=[CH:4][C:5]([CH2:6][NH:7][C:8]([C:10]2[CH:11]=[C:12]3[C:13]([C:14](=[O:16])[N:25]([C:26]4[N:31]=[CH:30][C:29]([C:32]([OH:34])=[O:33])=[CH:28][CH:27]=4)[C:21](=[S:22])[NH:20]3)=[CH:18][CH:19]=2)=[O:9])=[CH:23][CH:24]=1, predict the reactants needed to synthesize it. The reactants are: [Cl:1][C:2]1[CH:24]=[CH:23][C:5]([CH2:6][NH:7][C:8]([C:10]2[CH:19]=[CH:18][C:13]([C:14]([O:16]C)=O)=[C:12]([N:20]=[C:21]=[S:22])[CH:11]=2)=[O:9])=[CH:4][CH:3]=1.[NH2:25][C:26]1[N:31]=[CH:30][C:29]([C:32]([O:34]C)=[O:33])=[CH:28][CH:27]=1.[OH-].[Na+]. (5) Given the product [Cl:15][C:12]1[CH:13]=[CH:14][C:9]([O:8][CH2:7][C:6]([OH:5])=[O:18])=[C:10]([C:16]#[C:17][C:21]2[CH:26]=[CH:25][N:24]=[CH:23][CH:22]=2)[CH:11]=1, predict the reactants needed to synthesize it. The reactants are: C([O:5][C:6](=[O:18])[CH2:7][O:8][C:9]1[CH:14]=[CH:13][C:12]([Cl:15])=[CH:11][C:10]=1[C:16]#[CH:17])(C)(C)C.Cl.Br[C:21]1[CH:26]=[CH:25][N:24]=[CH:23][CH:22]=1.